Predict which catalyst facilitates the given reaction. From a dataset of Catalyst prediction with 721,799 reactions and 888 catalyst types from USPTO. (1) Reactant: Cl.[Cl:2][C:3]1[CH:4]=[CH:5][C:6]([N:32]2[CH:36]=[N:35][N:34]=[N:33]2)=[C:7]([C:9]2[CH:17]=[C:16]3[N:12]([C@H:13]([C:18]4[NH:19][C:20]([C:23]5[CH:24]=[C:25]([C:28]([OH:30])=[O:29])[S:26][CH:27]=5)=[CH:21][N:22]=4)[CH2:14][CH2:15]3)[C:11](=[O:31])[CH:10]=2)[CH:8]=1.Cl[CH2:38]Cl.CO.C[Si](C=[N+]=[N-])(C)C. Product: [Cl:2][C:3]1[CH:4]=[CH:5][C:6]([N:32]2[CH:36]=[N:35][N:34]=[N:33]2)=[C:7]([C:9]2[CH:17]=[C:16]3[N:12]([C@H:13]([C:18]4[NH:19][C:20]([C:23]5[CH:24]=[C:25]([C:28]([O:30][CH3:38])=[O:29])[S:26][CH:27]=5)=[CH:21][N:22]=4)[CH2:14][CH2:15]3)[C:11](=[O:31])[CH:10]=2)[CH:8]=1. The catalyst class is: 27. (2) Reactant: [C:1]1([CH3:25])[CH:6]=[CH:5][C:4]([C:7]2[N:8]=[C:9]3[CH2:23][CH2:22][C:21](=[O:24])[NH:20][C:10]3=[N:11][C:12]=2[C:13]2[CH:18]=[CH:17][C:16]([CH3:19])=[CH:15][CH:14]=2)=[CH:3][CH:2]=1.C([O-])([O-])=O.[K+].[K+].Br[CH2:33][CH2:34][CH2:35][C:36]([O:38][CH2:39][CH3:40])=[O:37].C(O)(=O)CC(CC(O)=O)(C(O)=O)O. Product: [O:24]=[C:21]1[N:20]([CH2:33][CH2:34][CH2:35][C:36]([O:38][CH2:39][CH3:40])=[O:37])[C:10]2=[N:11][C:12]([C:13]3[CH:18]=[CH:17][C:16]([CH3:19])=[CH:15][CH:14]=3)=[C:7]([C:4]3[CH:3]=[CH:2][C:1]([CH3:25])=[CH:6][CH:5]=3)[N:8]=[C:9]2[CH2:23][CH2:22]1. The catalyst class is: 18. (3) Reactant: [CH3:1][C:2]([C:6]1[CH:10]=[C:9]([NH:11][C:12](=[O:25])[C:13]([CH3:24])([S:15]([CH:18]2[CH2:23][CH2:22][O:21][CH2:20][CH2:19]2)(=[O:17])=[O:16])[CH3:14])[O:8][N:7]=1)([CH3:5])[CH:3]=O.CN.[C:28]([BH3-])#[N:29]. Product: [CH3:1][C:2]([C:6]1[CH:10]=[C:9]([NH:11][C:12](=[O:25])[C:13]([CH3:14])([S:15]([CH:18]2[CH2:23][CH2:22][O:21][CH2:20][CH2:19]2)(=[O:17])=[O:16])[CH3:24])[O:8][N:7]=1)([CH3:5])[CH2:3][NH:29][CH3:28]. The catalyst class is: 1. (4) Reactant: [C:1]([CH2:3][C:4]([O:6][CH2:7][CH3:8])=[O:5])#[N:2].[O-]CC.[Na+].[Na].[CH3:14][O:15][C:16]1[CH:25]=[CH:24][C:19]([CH2:20][N:21]=[N+:22]=[N-:23])=[CH:18][CH:17]=1.Cl. Product: [NH2:2][C:1]1[N:21]([CH2:20][C:19]2[CH:24]=[CH:25][C:16]([O:15][CH3:14])=[CH:17][CH:18]=2)[N:22]=[N:23][C:3]=1[C:4]([O:6][CH2:7][CH3:8])=[O:5]. The catalyst class is: 40. (5) Reactant: [C-:1]#[N:2].[K+].Br[CH2:5][C:6]1[CH:11]=[CH:10][C:9]([Cl:12])=[C:8]([F:13])[CH:7]=1. Product: [Cl:12][C:9]1[CH:10]=[CH:11][C:6]([CH2:5][C:1]#[N:2])=[CH:7][C:8]=1[F:13]. The catalyst class is: 58. (6) Reactant: C(C1COC(=O)N1[C:14](=[O:35])[CH:15]([CH3:34])[CH:16]([O:26][Si:27]([CH2:32][CH3:33])([CH2:30][CH3:31])[CH2:28][CH3:29])[C:17]([CH3:25])=[CH:18][C:19]1[N:20]=[C:21]([CH3:24])[S:22][CH:23]=1)C1C=CC=CC=1.CO.[Li+].[BH4-]. Product: [CH3:34][CH:15]([CH:16]([O:26][Si:27]([CH2:32][CH3:33])([CH2:28][CH3:29])[CH2:30][CH3:31])[C:17]([CH3:25])=[CH:18][C:19]1[N:20]=[C:21]([CH3:24])[S:22][CH:23]=1)[CH2:14][OH:35]. The catalyst class is: 1. (7) The catalyst class is: 7. Product: [F:1][C:2]1[C:7]([O:8][CH3:9])=[CH:6][C:5]([O:10][CH3:11])=[C:4]([F:12])[C:3]=1[N:13]1[CH2:18][C:17]2[CH:19]=[N:20][C:21]3[N:25]([S:26]([C:29]4[CH:30]=[CH:31][CH:32]=[CH:33][CH:34]=4)(=[O:27])=[O:28])[C:24]([CH:47]=[O:48])=[CH:23][C:22]=3[C:16]=2[N:15]([CH3:35])[C:14]1=[O:36]. Reactant: [F:1][C:2]1[C:7]([O:8][CH3:9])=[CH:6][C:5]([O:10][CH3:11])=[C:4]([F:12])[C:3]=1[N:13]1[CH2:18][C:17]2[CH:19]=[N:20][C:21]3[N:25]([S:26]([C:29]4[CH:34]=[CH:33][CH:32]=[CH:31][CH:30]=4)(=[O:28])=[O:27])[CH:24]=[CH:23][C:22]=3[C:16]=2[N:15]([CH3:35])[C:14]1=[O:36].C([N-]C(C)C)(C)C.[Li+].CN(C)[CH:47]=[O:48]. (8) The catalyst class is: 1. Reactant: [CH2:1]([C:3]1([CH2:13][CH2:14][O:15][C:16]2[CH:21]=[CH:20][N:19]=[C:18]([CH2:22]O)[C:17]=2[CH3:24])[O:12][CH2:11][C:6]2([O:10][CH2:9][CH2:8][O:7]2)[CH2:5][O:4]1)[CH3:2].C(N(CC)CC)C.CS(Cl)(=O)=O.[SH:37][C:38]1[NH:39][C:40]2[CH:46]=[CH:45][CH:44]=[CH:43][C:41]=2[N:42]=1. Product: [CH2:1]([C:3]1([CH2:13][CH2:14][O:15][C:16]2[CH:21]=[CH:20][N:19]=[C:18]([CH2:22][S:37][C:38]3[NH:42][C:41]4[CH:43]=[CH:44][CH:45]=[CH:46][C:40]=4[N:39]=3)[C:17]=2[CH3:24])[O:12][CH2:11][C:6]2([O:7][CH2:8][CH2:9][O:10]2)[CH2:5][O:4]1)[CH3:2].